From a dataset of Full USPTO retrosynthesis dataset with 1.9M reactions from patents (1976-2016). Predict the reactants needed to synthesize the given product. (1) Given the product [F:15][C:11]1[CH:10]=[C:9]2[C:14](=[CH:13][CH:12]=1)[N:6]([CH2:5][C:4]([OH:33])=[O:3])[C:7]([CH3:32])=[C:8]2[CH2:16][C:17]1[CH:22]=[CH:21][CH:20]=[CH:19][C:18]=1[S:23]([N:26]1[CH2:27][CH2:28][CH2:29][CH2:30][CH2:31]1)(=[O:24])=[O:25], predict the reactants needed to synthesize it. The reactants are: C([O:3][C:4](=[O:33])[CH2:5][N:6]1[C:14]2[C:9](=[CH:10][C:11]([F:15])=[CH:12][CH:13]=2)[C:8]([CH2:16][C:17]2[CH:22]=[CH:21][CH:20]=[CH:19][C:18]=2[S:23]([N:26]2[CH2:31][CH2:30][CH2:29][CH2:28][CH2:27]2)(=[O:25])=[O:24])=[C:7]1[CH3:32])C.[OH-].[K+].Cl. (2) The reactants are: [Br:1][C:2]1[CH:3]=[CH:4][C:5]([CH3:8])=[N:6][CH:7]=1.ClC1C=CC=C(C(OO)=[O:17])C=1. Given the product [Br:1][C:2]1[CH:3]=[CH:4][C:5]([CH3:8])=[N+:6]([O-:17])[CH:7]=1, predict the reactants needed to synthesize it. (3) Given the product [Cl:10][C:11]1[CH:12]=[C:13]([N:14]=[C:6]=[S:7])[CH:15]=[C:16]([Cl:19])[C:17]=1[I:18], predict the reactants needed to synthesize it. The reactants are: C(=O)([O-])[O-].[Ca+2].[C:6](Cl)(Cl)=[S:7].[Cl:10][C:11]1[CH:12]=[C:13]([CH:15]=[C:16]([Cl:19])[C:17]=1[I:18])[NH2:14].Cl. (4) Given the product [CH2:1]([O:3][C:4]1[C:8]([CH2:9][CH2:10][CH2:11][OH:13])=[CH:7][N:6]([C:17]2[CH:22]=[CH:21][C:20]([C:23]([F:26])([F:25])[F:24])=[CH:19][N:18]=2)[N:5]=1)[CH3:2], predict the reactants needed to synthesize it. The reactants are: [CH2:1]([O:3][C:4]1[C:8]([CH2:9][CH2:10][C:11]([O:13]CC)=O)=[CH:7][NH:6][N:5]=1)[CH3:2].Cl[C:17]1[CH:22]=[CH:21][C:20]([C:23]([F:26])([F:25])[F:24])=[CH:19][N:18]=1.C(=O)([O-])[O-].[K+].[K+].Cl. (5) Given the product [C:4]([O:3][C:1](=[O:2])[N:8]([CH:9]1[CH2:14][CH2:13][CH:12]([N:15]([C:44]([C:43]2[S:42][C:41]3[C:47]([F:52])=[CH:48][CH:49]=[C:50]([F:51])[C:40]=3[C:39]=2[Cl:38])=[O:45])[CH2:16][C:17]2[CH:18]=[C:19]([C:30]3[CH:35]=[CH:34][C:33]([S:36][CH3:37])=[CH:32][CH:31]=3)[CH:20]=[CH:21][C:22]=2[O:23][CH3:24])[CH2:11][CH2:10]1)[CH3:28])([CH3:7])([CH3:6])[CH3:5], predict the reactants needed to synthesize it. The reactants are: [C:1]([N:8]([CH3:28])[CH:9]1[CH2:14][CH2:13][CH:12]([NH:15][CH2:16][C:17]2[CH:18]=[C:19](B(O)O)[CH:20]=[CH:21][C:22]=2[O:23][CH3:24])[CH2:11][CH2:10]1)([O:3][C:4]([CH3:7])([CH3:6])[CH3:5])=[O:2].Br[C:30]1[CH:35]=[CH:34][C:33]([S:36][CH3:37])=[CH:32][CH:31]=1.[Cl:38][C:39]1[C:40]2[C:50]([F:51])=[CH:49][CH:48]=[C:47]([F:52])[C:41]=2[S:42][C:43]=1[C:44](Cl)=[O:45]. (6) Given the product [CH2:1]([O:8][C@:9]1([CH:33]=[CH2:34])[C@@H:13]([CH2:14][O:15][CH2:16][C:17]2[CH:22]=[CH:21][CH:20]=[CH:19][CH:18]=2)[O:12][C@@H:11]([N:23]2[CH:31]=[C:29]([CH3:30])[C:27](=[O:28])[NH:26][C:24]2=[O:25])[C@@H:10]1[O:32][S:36]([CH3:35])(=[O:38])=[O:37])[C:2]1[CH:3]=[CH:4][CH:5]=[CH:6][CH:7]=1, predict the reactants needed to synthesize it. The reactants are: [CH2:1]([O:8][C@:9]1([CH:33]=[CH2:34])[C@@H:13]([CH2:14][O:15][CH2:16][C:17]2[CH:22]=[CH:21][CH:20]=[CH:19][CH:18]=2)[O:12][C@@H:11]([N:23]2[CH:31]=[C:29]([CH3:30])[C:27](=[O:28])[NH:26][C:24]2=[O:25])[C@@H:10]1[OH:32])[C:2]1[CH:7]=[CH:6][CH:5]=[CH:4][CH:3]=1.[CH3:35][S:36](Cl)(=[O:38])=[O:37]. (7) Given the product [OH:27][C@H:28]([CH2:32][CH:33]([CH3:35])[CH3:34])[C:29]([N:7]1[CH2:6][CH2:5][N:4]([C:9]2[C:18]3[C:13](=[CH:14][C:15]([CH3:19])=[CH:16][CH:17]=3)[N:12]=[C:11]([C:20]3[CH:25]=[CH:24][CH:23]=[CH:22][C:21]=3[OH:26])[N:10]=2)[CH:3]([CH2:2][OH:1])[CH2:8]1)=[O:30], predict the reactants needed to synthesize it. The reactants are: [OH:1][CH2:2][CH:3]1[CH2:8][NH:7][CH2:6][CH2:5][N:4]1[C:9]1[C:18]2[C:13](=[CH:14][C:15]([CH3:19])=[CH:16][CH:17]=2)[N:12]=[C:11]([C:20]2[CH:25]=[CH:24][CH:23]=[CH:22][C:21]=2[OH:26])[N:10]=1.[OH:27][C@H:28]([CH2:32][CH:33]([CH3:35])[CH3:34])[C:29](O)=[O:30].F[P-](F)(F)(F)(F)F.N1(O[P+](N(C)C)(N(C)C)N(C)C)C2C=CC=CC=2N=N1.C(N(CC)CC)C. (8) Given the product [CH2:28]([N:15]1[C:16]2[C:21](=[CH:20][C:19]([F:22])=[CH:18][CH:17]=2)[N:12]([S:9]([C:6]2[CH:7]=[CH:8][C:3]([OH:2])=[CH:4][CH:5]=2)(=[O:11])=[O:10])[C@@H:13]([CH2:24][CH3:25])[C:14]1=[O:23])[C:29]1[CH:34]=[CH:33][CH:32]=[CH:31][CH:30]=1, predict the reactants needed to synthesize it. The reactants are: C(=O)([O-])[O:2][C:3]1[CH:8]=[CH:7][C:6]([S:9]([N:12]2[C:21]3[C:16](=[CH:17][CH:18]=[C:19]([F:22])[CH:20]=3)[NH:15][C:14](=[O:23])[C@@H:13]2[CH2:24][CH3:25])(=[O:11])=[O:10])=[CH:5][CH:4]=1.[CH2:28](Br)[C:29]1[CH:34]=[CH:33][CH:32]=[CH:31][CH:30]=1.C([C@@H]1N(S(C2C=CC(O)=CC=2)(=O)=O)C2C(=CC=C(F)C=2)N(CCC)C1=O)C. (9) Given the product [F:27][C:28]1[CH:33]=[CH:32][C:31]([C:34]2[C@@H:35]([OH:40])[CH2:36][N:37]([C:11]3[N:12]=[C:13]([CH3:14])[NH:8][C:9](=[O:17])[N:10]=3)[CH2:38][CH:39]=2)=[CH:30][CH:29]=1, predict the reactants needed to synthesize it. The reactants are: COC1C=CC(C[N:8]2[C:13]([CH3:14])=[N:12][C:11](SC)=[N:10][C:9]2=[O:17])=CC=1.FC(F)(F)C(O)=O.[F:27][C:28]1[CH:33]=[CH:32][C:31]([C:34]2[C@@H:35]([OH:40])[CH2:36][NH:37][CH2:38][CH:39]=2)=[CH:30][CH:29]=1.C(N(CC)C(C)C)(C)C.